From a dataset of Full USPTO retrosynthesis dataset with 1.9M reactions from patents (1976-2016). Predict the reactants needed to synthesize the given product. Given the product [Br:1][C:2]1[N:7]=[CH:6][C:5]([C:8]2[N:9]3[N:19]=[C:18]([C:20]4[CH:21]=[CH:22][N:23]=[CH:24][CH:25]=4)[C:17]([C:26]4[CH:27]=[C:28]([OH:32])[CH:29]=[CH:30][CH:31]=4)=[C:10]3[N:11]=[N:12][CH:13]=2)=[CH:4][CH:3]=1, predict the reactants needed to synthesize it. The reactants are: [Br:1][C:2]1[N:7]=[CH:6][C:5]([C:8]2[N:9]3[N:19]=[C:18]([C:20]4[CH:25]=[CH:24][N:23]=[CH:22][CH:21]=4)[C:17]([C:26]4[CH:31]=[CH:30][CH:29]=[C:28]([OH:32])[CH:27]=4)=[C:10]3[N:11]=[N:12][C:13]=2C(O)=O)=[CH:4][CH:3]=1.